Dataset: Full USPTO retrosynthesis dataset with 1.9M reactions from patents (1976-2016). Task: Predict the reactants needed to synthesize the given product. (1) Given the product [F:26][C:24]1[CH:23]=[CH:22][C:21]2[C:17]([CH2:16][O:15][C:12]3[CH:11]=[CH:10][CH:9]=[C:8]4[C:13]=3[CH:14]=[C:6]([C:4]([OH:5])=[O:3])[NH:7]4)=[CH:18][O:19][C:20]=2[CH:25]=1, predict the reactants needed to synthesize it. The reactants are: CC[O:3][C:4]([C:6]1[N:7](C(OC(C)(C)C)=O)[C:8]2[C:13]([CH:14]=1)=[C:12]([O:15][CH2:16][C:17]1[C:21]3[CH:22]=[CH:23][C:24]([F:26])=[CH:25][C:20]=3[O:19][CH:18]=1)[CH:11]=[CH:10][CH:9]=2)=[O:5].[OH-].[K+]. (2) Given the product [CH3:3][O:4][CH2:5][NH:22][C:20]([C:19]1[N:18]=[CH:17][N:14]2[C:15](=[O:16])[N:10]([CH2:9][O:8][CH3:7])[N:11]=[N:12][C:13]=12)=[O:21], predict the reactants needed to synthesize it. The reactants are: [H-].[Na+].[CH3:3][O:4][CH2:5]Cl.[CH3:7][O:8][CH2:9][N:10]1[C:15](=[O:16])[N:14]2[CH:17]=[N:18][C:19]([C:20]([NH2:22])=[O:21])=[C:13]2[N:12]=[N:11]1. (3) Given the product [N:11]1([CH2:7][C:6]2[CH:9]=[CH:10][C:3]([C:1]#[N:2])=[CH:4][CH:5]=2)[CH:15]=[N:14][CH:13]=[N:12]1, predict the reactants needed to synthesize it. The reactants are: [C:1]([C:3]1[CH:10]=[CH:9][C:6]([CH2:7]Br)=[CH:5][CH:4]=1)#[N:2].[NH:11]1[CH:15]=[N:14][CH:13]=[N:12]1.C(=O)([O-])[O-].[K+].[K+].Cl. (4) Given the product [CH3:24][N:19]1[C:18]([C:16](=[O:17])[NH:15][CH3:14])=[C:22]([NH:23][C:11]([C:3]2[C:2]([Br:1])=[CH:7][N:6]=[C:5]([CH:8]([CH3:9])[CH3:10])[N:4]=2)=[O:13])[CH:21]=[N:20]1, predict the reactants needed to synthesize it. The reactants are: [Br:1][C:2]1[C:3]([C:11]([OH:13])=O)=[N:4][C:5]([CH:8]([CH3:10])[CH3:9])=[N:6][CH:7]=1.[CH3:14][NH:15][C:16]([C:18]1[N:19]([CH3:24])[N:20]=[CH:21][C:22]=1[NH2:23])=[O:17]. (5) Given the product [O:29]=[C:28]1[NH:22][CH2:21][C:3]2[C:2](=[CH:7][CH:6]=[C:5]([N:8]3[CH2:13][CH2:12][N:11]([C:14]([O:16][C:17]([CH3:19])([CH3:18])[CH3:20])=[O:15])[CH2:10][CH2:9]3)[CH:4]=2)[NH:1]1, predict the reactants needed to synthesize it. The reactants are: [NH2:1][C:2]1[CH:7]=[CH:6][C:5]([N:8]2[CH2:13][CH2:12][N:11]([C:14]([O:16][C:17]([CH3:20])([CH3:19])[CH3:18])=[O:15])[CH2:10][CH2:9]2)=[CH:4][C:3]=1[CH2:21][NH2:22].C1N=CN([C:28](N2C=NC=C2)=[O:29])C=1.